From a dataset of Reaction yield outcomes from USPTO patents with 853,638 reactions. Predict the reaction yield, written as a fraction of the theoretical maximum amount of product (1.0 means a 100% yield; for example, 0.34 means a 34% yield). (1) The reactants are [CH3:1][C:2]1[CH:3]=[C:4]([N:9]2[C:13](=[O:14])/[C:12](=[N:15]\[NH:16][C:17]3[C:18]([OH:32])=[C:19]([C:23]4[CH:28]=[CH:27][CH:26]=[C:25]([C:29](Cl)=[O:30])[CH:24]=4)[CH:20]=[CH:21][CH:22]=3)/[C:11]([CH3:33])=[N:10]2)[CH:5]=[CH:6][C:7]=1[CH3:8].N.C[N:36]1C(=O)CCC1.Cl. The catalyst is CCO. The product is [CH3:1][C:2]1[CH:3]=[C:4]([N:9]2[C:13](=[O:14])[C:12](=[N:15][NH:16][C:17]3[C:18]([OH:32])=[C:19]([C:23]4[CH:28]=[CH:27][CH:26]=[C:25]([C:29]([NH2:36])=[O:30])[CH:24]=4)[CH:20]=[CH:21][CH:22]=3)[C:11]([CH3:33])=[N:10]2)[CH:5]=[CH:6][C:7]=1[CH3:8]. The yield is 0.509. (2) The reactants are [NH:1]1[CH2:8][CH2:7][CH2:6][C@@H:2]1[C:3]([OH:5])=[O:4].[C:9](=O)([O-])[O-].[K+].[K+].CO.Cl[C:18]([O:20][CH2:21][CH3:22])=[O:19]. No catalyst specified. The product is [N:1]1([C:18]([O:20][CH2:21][CH3:22])=[O:19])[CH2:8][CH2:7][CH2:6][C@@H:2]1[C:3]([O:5][CH3:9])=[O:4]. The yield is 0.778. (3) The reactants are Cl.[C:2]1(=[O:13])[C:7]2([CH2:12][CH2:11][CH2:10][NH:9][CH2:8]2)[CH2:6][CH2:5][CH2:4][NH:3]1.C(N(CC)CC)C.[F:21][C:22]([F:34])([F:33])[C:23]1[CH:28]=[CH:27][C:26]([S:29](Cl)(=[O:31])=[O:30])=[CH:25][CH:24]=1. The catalyst is ClCCl.CN(C1C=CN=CC=1)C. The product is [F:34][C:22]([F:21])([F:33])[C:23]1[CH:24]=[CH:25][C:26]([S:29]([N:9]2[CH2:10][CH2:11][CH2:12][C:7]3([C:2](=[O:13])[NH:3][CH2:4][CH2:5][CH2:6]3)[CH2:8]2)(=[O:31])=[O:30])=[CH:27][CH:28]=1. The yield is 0.680. (4) The reactants are Cl.[CH3:2][N:3]1[CH2:7][CH2:6][C:5]2([CH2:12][CH2:11][NH:10][CH2:9][CH2:8]2)[C:4]1=[O:13].C(N(CC)CC)C.[F:21][C:22]([F:35])([F:34])[O:23][C:24]1[CH:29]=[CH:28][C:27]([S:30](Cl)(=[O:32])=[O:31])=[CH:26][CH:25]=1. The catalyst is ClCCl. The product is [CH3:2][N:3]1[CH2:7][CH2:6][C:5]2([CH2:12][CH2:11][N:10]([S:30]([C:27]3[CH:26]=[CH:25][C:24]([O:23][C:22]([F:21])([F:34])[F:35])=[CH:29][CH:28]=3)(=[O:32])=[O:31])[CH2:9][CH2:8]2)[C:4]1=[O:13]. The yield is 0.610. (5) The reactants are Cl[C:2]1[N:3]=[N+:4]([O-:12])[C:5]2[CH:11]=[CH:10][CH:9]=[CH:8][C:6]=2[N:7]=1.[CH3:13][O:14][CH2:15][CH2:16][NH2:17]. The catalyst is COCCOC. The product is [CH3:13][O:14][CH2:15][CH2:16][NH:17][C:2]1[N:3]=[N+:4]([O-:12])[C:5]2[CH:11]=[CH:10][CH:9]=[CH:8][C:6]=2[N:7]=1. The yield is 0.960. (6) The reactants are [N:1]([C:4]1[C:5]([C:22]2[CH:23]=[N:24][C:25]([O:28][CH3:29])=[CH:26][CH:27]=2)=[N:6][C:7]([C:14]2[CH:19]=[CH:18][C:17]([O:20][CH3:21])=[CH:16][CH:15]=2)=[CH:8][C:9]=1[C:10]([O:12][CH3:13])=[O:11])=[N+]=[N-]. The catalyst is ClC1C=CC=CC=1Cl. The product is [CH3:29][O:28][C:25]1[N:24]=[C:23]2[NH:1][C:4]3[C:9]([C:10]([O:12][CH3:13])=[O:11])=[CH:8][C:7]([C:14]4[CH:19]=[CH:18][C:17]([O:20][CH3:21])=[CH:16][CH:15]=4)=[N:6][C:5]=3[C:22]2=[CH:27][CH:26]=1. The yield is 0.720. (7) The reactants are Cl.[NH2:2][C:3](SC1C=CC(Cl)=CC=1)=[CH:4][C:5]([C:7]1[CH:12]=[CH:11][C:10]([F:13])=[CH:9][CH:8]=1)=[O:6].[NH2:22][C:23]1[C:28]([F:29])=[CH:27][C:26]([CH2:30][CH2:31][OH:32])=[CH:25][C:24]=1[F:33].[C:34](O)(=[O:36])[CH3:35]. No catalyst specified. The product is [C:34]([O:32][CH2:31][CH2:30][C:26]1[CH:25]=[C:24]([F:33])[C:23]([NH:22][C:3]([NH2:2])=[CH:4][C:5]([C:7]2[CH:8]=[CH:9][C:10]([F:13])=[CH:11][CH:12]=2)=[O:6])=[C:28]([F:29])[CH:27]=1)(=[O:36])[CH3:35]. The yield is 0.690. (8) The reactants are [Cl:1][C:2]1[CH:3]=[CH:4][C:5]2[C:6]([N:12]=1)=[N:7][C:8]([NH2:11])=[CH:9][N:10]=2.[H-].[Na+].[CH2:15]([N:17]=[C:18]=[S:19])[CH3:16].Cl. The catalyst is CN(C=O)C.O. The product is [Cl:1][C:2]1[CH:3]=[CH:4][C:5]2[C:6]([N:12]=1)=[N:7][C:8]([NH:11][C:18]([NH:17][CH2:15][CH3:16])=[S:19])=[CH:9][N:10]=2. The yield is 0.485. (9) The reactants are [CH2:1]([CH:4]1[CH2:9][CH2:8][CH2:7][CH2:6][C:5]1=[O:10])[CH2:2][CH3:3].[Li+].CC([N-]C(C)C)C.[CH3:19][Si:20](Cl)([CH3:22])[CH3:21]. The catalyst is C1COCC1. The product is [CH3:19][Si:20]([CH3:22])([CH3:21])[O:10][C:5]1[CH:4]([CH2:1][CH2:2][CH3:3])[CH2:9][CH2:8][CH2:7][CH:6]=1. The yield is 0.560.